From a dataset of Full USPTO retrosynthesis dataset with 1.9M reactions from patents (1976-2016). Predict the reactants needed to synthesize the given product. The reactants are: [Cl:1][C:2]1[CH:7]=[CH:6][N:5]([C:8]2[CH:13]=[CH:12][CH:11]=[CH:10][C:9]=2[Cl:14])[C:4](=[O:15])[C:3]=1[C:16]#[N:17].CN(C)C=O.[Br:23]N1C(=O)CCC1=O. Given the product [Br:23][C:7]1[C:2]([Cl:1])=[C:3]([C:16]#[N:17])[C:4](=[O:15])[N:5]([C:8]2[CH:13]=[CH:12][CH:11]=[CH:10][C:9]=2[Cl:14])[CH:6]=1, predict the reactants needed to synthesize it.